From a dataset of Peptide-MHC class I binding affinity with 185,985 pairs from IEDB/IMGT. Regression. Given a peptide amino acid sequence and an MHC pseudo amino acid sequence, predict their binding affinity value. This is MHC class I binding data. (1) The peptide sequence is SQHNHRPGY. The MHC is HLA-A30:02 with pseudo-sequence HLA-A30:02. The binding affinity (normalized) is 0.690. (2) The binding affinity (normalized) is 0.132. The MHC is HLA-B40:02 with pseudo-sequence HLA-B40:02. The peptide sequence is RNWAHSSL. (3) The peptide sequence is LTDSLSSQM. The MHC is HLA-A01:01 with pseudo-sequence HLA-A01:01. The binding affinity (normalized) is 0.275. (4) The peptide sequence is RAAGLQDCTM. The MHC is HLA-A02:01 with pseudo-sequence HLA-A02:01. The binding affinity (normalized) is 0. (5) The peptide sequence is TYSAGIVQI. The MHC is HLA-A03:01 with pseudo-sequence HLA-A03:01. The binding affinity (normalized) is 0.